This data is from Full USPTO retrosynthesis dataset with 1.9M reactions from patents (1976-2016). The task is: Predict the reactants needed to synthesize the given product. (1) The reactants are: C([N:3]([CH2:6][CH3:7])[CH2:4][CH3:5])C.[C:8]([OH:12])([CH3:11])([CH3:10])[CH3:9].C1C=CC(P(N=[N+]=[N-])(C2C=CC=CC=2)=[O:20])=CC=1.C[C:31]1[O:32][C:33]2C=C(C(O)=O)[CH:37]=[CH:36][C:34]=2[N:35]=1. Given the product [C:8]([O:12][C:31](=[O:32])[NH:35][C:34]1[CH:33]=[CH:7][C:6]2[N:3]=[C:4]([CH3:5])[O:20][C:37]=2[CH:36]=1)([CH3:11])([CH3:10])[CH3:9], predict the reactants needed to synthesize it. (2) Given the product [S:1]1[CH:5]=[CH:4][C:3]([CH2:6][O:7][C:8]2[CH:13]=[CH:12][C:11]([CH2:14][C:15]3[CH:20]=[C:19]([C:21]4[C:22]([NH2:28])=[N:23][C:24]([NH2:27])=[CH:25][CH:26]=4)[O:17][N:16]=3)=[CH:10][CH:9]=2)=[CH:2]1, predict the reactants needed to synthesize it. The reactants are: [S:1]1[CH:5]=[CH:4][C:3]([CH2:6][O:7][C:8]2[CH:13]=[CH:12][C:11]([CH2:14][C:15](Cl)=[N:16][OH:17])=[CH:10][CH:9]=2)=[CH:2]1.[C:19]([C:21]1[C:22]([NH2:28])=[N:23][C:24]([NH2:27])=[CH:25][CH:26]=1)#[CH:20].C(N(CC)CC)C. (3) Given the product [OH:1][CH2:2][C:3]1[CH:4]=[C:5]([CH:9]=[C:10]([CH3:12])[N:11]=1)[C:6]#[N:8], predict the reactants needed to synthesize it. The reactants are: [OH:1][CH2:2][C:3]1[CH:4]=[C:5]([CH:9]=[C:10]([CH3:12])[N:11]=1)[C:6]([NH2:8])=O.N1C=CC=CC=1.FC(F)(F)C(OC(=O)C(F)(F)F)=O. (4) The reactants are: C[N:2](C)/[CH:3]=[CH:4]/[C:5]([C:7]1[C:12](=[O:13])[CH:11]=[CH:10][N:9]([C:14]2[CH:15]=[C:16]([CH:19]=[CH:20][CH:21]=2)[C:17]#[N:18])[N:8]=1)=O.[F:23][C:24]1[CH:29]=[CH:28][C:27]([F:30])=[CH:26][C:25]=1[NH:31]N. Given the product [F:23][C:24]1[CH:29]=[CH:28][C:27]([F:30])=[CH:26][C:25]=1[N:31]1[C:5]([C:7]2[C:12](=[O:13])[CH:11]=[CH:10][N:9]([C:14]3[CH:15]=[C:16]([CH:19]=[CH:20][CH:21]=3)[C:17]#[N:18])[N:8]=2)=[CH:4][CH:3]=[N:2]1, predict the reactants needed to synthesize it. (5) Given the product [N:33]([CH2:6][C:7]1([CH2:11][O:12][C:13]2[C:14]([O:31][CH3:32])=[C:15]([O:29][CH3:30])[CH:16]=[CH:17][C:18]=2[C:19]2[CH:27]=[CH:26][CH:25]=[C:24]3[C:20]=2[CH2:21][CH2:22][C:23]3=[O:28])[CH2:10][O:9][CH2:8]1)=[N+:34]=[N-:35], predict the reactants needed to synthesize it. The reactants are: CS(O[CH2:6][C:7]1([CH2:11][O:12][C:13]2[C:18]([C:19]3[CH:27]=[CH:26][CH:25]=[C:24]4[C:20]=3[CH2:21][CH2:22][C:23]4=[O:28])=[CH:17][CH:16]=[C:15]([O:29][CH3:30])[C:14]=2[O:31][CH3:32])[CH2:10][O:9][CH2:8]1)(=O)=O.[N-:33]=[N+:34]=[N-:35].[Na+]. (6) Given the product [CH3:33][C:32]1([CH3:34])[C:31]2[CH:30]=[C:29]3[C:28]4[CH:27]=[CH:26][CH:18]=[CH:19][C:20]=4[C:21]([CH3:24])([CH3:25])[C:22]3=[CH:23][C:11]=2[C:12]2[C:38]1=[CH:37][C:36]([C:1]1[CH:6]=[CH:5][CH:4]=[CH:3][CH:2]=1)=[C:35]1[CH:17]=[CH:16][CH:15]=[CH:14][C:13]1=2, predict the reactants needed to synthesize it. The reactants are: [C:1]1(B(O)O)[CH:6]=[CH:5][CH:4]=[CH:3][CH:2]=1.Br[C:11]1[CH:23]=[C:22]2[C:14]([C:15]3[CH:16]=[C:17]4[C:32]([CH3:34])([CH3:33])[C:31]5[CH:30]=[CH:29][CH:28]=[CH:27][C:26]=5[C:18]4=[CH:19][C:20]=3[C:21]2([CH3:25])[CH3:24])=[C:13]2[CH:35]=[CH:36][CH:37]=[CH:38][C:12]=12.C([O-])([O-])=O.[K+].[K+]. (7) Given the product [CH3:37][O:39][C:40]1[C:41]2[C:34]([CH3:35])([CH3:33])[N:11]3[CH2:12][CH2:13][C:14]4[C:19]([C:10]3=[C:9]([CH3:23])[C:8]=2[CH:7]=[CH:6][C:5]=1[O:24][CH3:25])=[CH:18][C:17]1[O:20][CH2:21][O:22][C:16]=1[CH:15]=4, predict the reactants needed to synthesize it. The reactants are: ClC1[NH+:11]2[CH2:12][CH2:13][C:14]3[C:19]([C:10]2=[C:9]([CH3:23])[C:8]2[CH:7]=[CH:6][C:5]([O:24][CH3:25])=C(OC)C1=2)=[CH:18][C:17]1[O:20][CH2:21][O:22][C:16]=1[CH:15]=3.[Cl-].C[Mg]Cl.O1C[CH2:35][CH2:34][CH2:33]1.[CH2:37]([O:39][CH2:40][CH3:41])C.